Dataset: Forward reaction prediction with 1.9M reactions from USPTO patents (1976-2016). Task: Predict the product of the given reaction. (1) The product is: [Br:1][C:2]1[CH:3]=[C:4]([N+:10]([O-:12])=[O:11])[C:5]2[N:9]=[C:20]([CH:21]([CH3:23])[CH3:22])[NH:8][C:6]=2[CH:7]=1. Given the reactants [Br:1][C:2]1[CH:7]=[C:6]([NH2:8])[C:5]([NH2:9])=[C:4]([N+:10]([O-:12])=[O:11])[CH:3]=1.O.C([O-])([O-])=O.[Na+].[Na+].[C:20](O)(=O)[CH:21]([CH3:23])[CH3:22], predict the reaction product. (2) Given the reactants [Cl:1][C:2]1[C:3]2[CH:14]=[C:13]([C:15]([F:18])([F:17])[F:16])[CH:12]=[CH:11][C:4]=2[S:5][C:6]=1[C:7]([O:9]C)=[O:8].O.[OH-].[Li+].O, predict the reaction product. The product is: [Cl:1][C:2]1[C:3]2[CH:14]=[C:13]([C:15]([F:18])([F:16])[F:17])[CH:12]=[CH:11][C:4]=2[S:5][C:6]=1[C:7]([OH:9])=[O:8]. (3) Given the reactants [BH4-].[Na+].[F:3][C:4]([F:23])([F:22])[C:5]1[CH:6]=[C:7]([C:11]2[N:16]=[C:15]3[C:17](=[O:21])[CH2:18][CH2:19][O:20][C:14]3=[CH:13][CH:12]=2)[CH:8]=[CH:9][CH:10]=1, predict the reaction product. The product is: [F:23][C:4]([F:3])([F:22])[C:5]1[CH:6]=[C:7]([C:11]2[N:16]=[C:15]3[CH:17]([OH:21])[CH2:18][CH2:19][O:20][C:14]3=[CH:13][CH:12]=2)[CH:8]=[CH:9][CH:10]=1.